This data is from Reaction yield outcomes from USPTO patents with 853,638 reactions. The task is: Predict the reaction yield, written as a fraction of the theoretical maximum amount of product (1.0 means a 100% yield; for example, 0.34 means a 34% yield). (1) The reactants are Cl.[C:2]([C:4]1[CH:9]=[CH:8][C:7]([N:10]2[C:15](=[O:16])[CH:14]=[C:13]([O:17][CH:18]3[CH2:23][CH2:22][NH:21][CH2:20][CH2:19]3)[C:12]([C:24]#[N:25])=[N:11]2)=[CH:6][C:5]=1[F:26])#[N:3].[C:27](Cl)(=[O:32])[O:28][CH:29]([CH3:31])[CH3:30]. The catalyst is C(Cl)Cl. The product is [C:24]([C:12]1[C:13]([O:17][CH:18]2[CH2:19][CH2:20][N:21]([C:27]([O:28][CH:29]([CH3:31])[CH3:30])=[O:32])[CH2:22][CH2:23]2)=[CH:14][C:15](=[O:16])[N:10]([C:7]2[CH:8]=[CH:9][C:4]([C:2]#[N:3])=[C:5]([F:26])[CH:6]=2)[N:11]=1)#[N:25]. The yield is 0.430. (2) The reactants are C(=[NH:14])(C1C=CC=CC=1)C1C=CC=CC=1.CC1(C)C2C=CC=C(P(C3C=CC=CC=3)C3C=CC=CC=3)C=2OC2C1=CC=CC=2P(C1C=CC=CC=1)C1C=CC=CC=1.C(=O)([O-])[O-].[Cs+].[Cs+].Br[C:64]1[CH:69]=[C:68]([F:70])[C:67]([F:71])=[CH:66][C:65]=1[O:72][CH2:73][CH2:74][CH3:75].[Cl-].[NH4+]. The catalyst is C1C=CC(/C=C/C(/C=C/C2C=CC=CC=2)=O)=CC=1.C1C=CC(/C=C/C(/C=C/C2C=CC=CC=2)=O)=CC=1.C1C=CC(/C=C/C(/C=C/C2C=CC=CC=2)=O)=CC=1.[Pd].[Pd].O.C1(C)C=CC=CC=1. The product is [F:71][C:67]1[C:68]([F:70])=[CH:69][C:64]([NH2:14])=[C:65]([O:72][CH2:73][CH2:74][CH3:75])[CH:66]=1. The yield is 0.380. (3) The reactants are Cl[C:2]1[N:3]=[C:4]2[C:9](=[CH:10][CH:11]=1)[N:8]=[CH:7][C:6]([C:12](=[O:14])[CH3:13])=[C:5]2[NH:15][CH:16]1[CH2:21][CH2:20][CH:19]([CH2:22][N:23]2[CH2:27][CH2:26][C@@H:25]([F:28])[CH2:24]2)[CH2:18][CH2:17]1.[Cl:29][C:30]1[CH:35]=[C:34](B2OC(C)(C)C(C)(C)O2)[CH:33]=[C:32]([Cl:45])[C:31]=1[OH:46]. No catalyst specified. The product is [Cl:29][C:30]1[CH:35]=[C:34]([C:2]2[N:3]=[C:4]3[C:9](=[CH:10][CH:11]=2)[N:8]=[CH:7][C:6]([C:12](=[O:14])[CH3:13])=[C:5]3[NH:15][CH:16]2[CH2:17][CH2:18][CH:19]([CH2:22][N:23]3[CH2:27][CH2:26][C@@H:25]([F:28])[CH2:24]3)[CH2:20][CH2:21]2)[CH:33]=[C:32]([Cl:45])[C:31]=1[OH:46]. The yield is 0.600. (4) The reactants are [OH-].[K+].[I-].[NH2:4][N+:5]1[CH:10]=[CH:9][CH:8]=[CH:7][CH:6]=1.[F:11][C:12]([F:21])([F:20])[C:13]#[C:14][C:15]([O:17][CH2:18][CH3:19])=[O:16]. The catalyst is O.ClCCl. The product is [F:11][C:12]([F:20])([F:21])[C:13]1[C:14]([C:15]([O:17][CH2:18][CH3:19])=[O:16])=[C:6]2[CH:7]=[CH:8][CH:9]=[CH:10][N:5]2[N:4]=1. The yield is 0.730. (5) The reactants are S(Cl)(Cl)=O.COC1C=CC=CC=1CCC(O)=O.C1(CCCC(Cl)=O)C=CC=CC=1.[CH3:30][O:31][C:32]1[CH:33]=[C:34]2[C:39](=[CH:40][C:41]=1[O:42][CH3:43])[N:38]=[CH:37][CH:36]=[C:35]2[O:44][C:45]1[CH:50]=[CH:49][C:48]([NH:51][CH2:52][CH3:53])=[CH:47][CH:46]=1.[CH3:54][O:55][C:56]1[CH:61]=[CH:60][CH:59]=[CH:58][C:57]=1[CH2:62][CH2:63][C:64]([N:66]=[C:67]=[S:68])=[O:65]. The catalyst is C1(C)C=CC=CC=1.C(O)C. The product is [CH3:30][O:31][C:32]1[CH:33]=[C:34]2[C:39](=[CH:40][C:41]=1[O:42][CH3:43])[N:38]=[CH:37][CH:36]=[C:35]2[O:44][C:45]1[CH:50]=[CH:49][C:48]([N:51]([CH2:52][CH3:53])[C:67]([NH:66][C:64](=[O:65])[CH2:63][CH2:62][C:57]2[CH:58]=[CH:59][CH:60]=[CH:61][C:56]=2[O:55][CH3:54])=[S:68])=[CH:47][CH:46]=1. The yield is 0.520. (6) The yield is 0.690. The reactants are I[C:2]1[C:7]([C:8]([F:11])([F:10])[F:9])=[CH:6][N:5]=[C:4]([S:12][CH3:13])[N:3]=1.C1(P(C2C=CC=CC=2)C2C=CC=CC=2)C=CC=CC=1.[C:33]([C:35]1[CH:40]=[CH:39][CH:38]=[CH:37][C:36]=1[CH2:41][C:42]([O:44][CH3:45])=[O:43])#[CH:34].C1COCC1. The product is [CH3:13][S:12][C:4]1[N:3]=[C:2]([C:34]#[C:33][C:35]2[CH:40]=[CH:39][CH:38]=[CH:37][C:36]=2[CH2:41][C:42]([O:44][CH3:45])=[O:43])[C:7]([C:8]([F:11])([F:10])[F:9])=[CH:6][N:5]=1. The catalyst is Cl[Pd](Cl)([P](C1C=CC=CC=1)(C1C=CC=CC=1)C1C=CC=CC=1)[P](C1C=CC=CC=1)(C1C=CC=CC=1)C1C=CC=CC=1.[Cu]I.C(N(CC)CC)C. (7) The reactants are C1C2C(COC(=O)[NH:17][CH2:18][CH2:19][O:20][CH2:21][CH2:22][O:23][CH2:24][CH2:25][O:26][CH2:27][CH2:28][C:29](ON3C(=O)CCC3=O)=[O:30])C3C(=CC=CC=3)C=2C=CC=1.[ClH:40].[NH2:41][C:42]1[CH:50]=[CH:49][CH:48]=[C:47]2[C:43]=1[C:44](=[O:65])[N:45]([C:52]1([CH2:60][CH2:61][CH2:62][CH2:63][NH2:64])[CH2:57][CH2:56][C:55](=[O:58])[NH:54][C:53]1=[O:59])[C:46]2=[O:51].C(N(CC)CC)C. The catalyst is CS(C)=O. The product is [NH2:41][C:42]1[CH:50]=[CH:49][CH:48]=[C:47]2[C:43]=1[C:44](=[O:65])[N:45]([C:52]1([CH2:60][CH2:61][CH2:62][CH2:63][NH:64][C:29](=[O:30])[CH2:28][CH2:27][O:26][CH2:25][CH2:24][O:23][CH2:22][CH2:21][O:20][CH2:19][CH2:18][NH2:17])[CH2:57][CH2:56][C:55](=[O:58])[NH:54][C:53]1=[O:59])[C:46]2=[O:51].[ClH:40].[NH2:41][C:42]1[CH:50]=[CH:49][CH:48]=[C:47]2[C:43]=1[C:44](=[O:65])[N:45]([C:52]1([CH2:60][CH2:61][CH2:62][CH2:63][NH2:64])[CH2:57][CH2:56][C:55](=[O:58])[NH:54][C:53]1=[O:59])[C:46]2=[O:51]. The yield is 0.420. (8) The product is [Cl:14][C:12]1[CH:11]=[CH:10][CH:9]=[C:8]2[C:13]=1[C:5]1[C:37](=[O:38])[NH:1][C:2]([NH:3][C:4](=[O:16])[C:18]([CH3:23])([CH3:19])[CH3:17])=[N:15][C:6]=1[NH:7]2. The yield is 0.400. No catalyst specified. The reactants are [NH2:1][C:2]1[NH:3][C:4](=[O:16])[C:5]2[C:13]3[C:8](=[CH:9][CH:10]=[CH:11][C:12]=3[Cl:14])[NH:7][C:6]=2[N:15]=1.[CH3:17][C:18]1[CH:23]=CN=C(N)[C:19]=1C.C(N(CC)CC)C.C(Cl)(Cl)Cl.[CH3:37][OH:38].